This data is from NCI-60 drug combinations with 297,098 pairs across 59 cell lines. The task is: Regression. Given two drug SMILES strings and cell line genomic features, predict the synergy score measuring deviation from expected non-interaction effect. Drug 1: CC1=CC=C(C=C1)C2=CC(=NN2C3=CC=C(C=C3)S(=O)(=O)N)C(F)(F)F. Drug 2: B(C(CC(C)C)NC(=O)C(CC1=CC=CC=C1)NC(=O)C2=NC=CN=C2)(O)O. Cell line: NCI-H322M. Synergy scores: CSS=10.0, Synergy_ZIP=-5.51, Synergy_Bliss=1.59, Synergy_Loewe=-19.0, Synergy_HSA=0.768.